Dataset: Forward reaction prediction with 1.9M reactions from USPTO patents (1976-2016). Task: Predict the product of the given reaction. (1) Given the reactants [F:1][C:2]1[CH:7]=[C:6]([F:8])[CH:5]=[CH:4][C:3]=1[C@@H:9]([NH:16][C@H:17]([C:22]([O:24]C)=[O:23])[CH2:18][CH:19]([CH3:21])[CH3:20])[C:10]([NH:12][CH:13]([CH3:15])[CH3:14])=[O:11].[OH-].[Li+], predict the reaction product. The product is: [F:1][C:2]1[CH:7]=[C:6]([F:8])[CH:5]=[CH:4][C:3]=1[C@@H:9]([NH:16][C@H:17]([C:22]([OH:24])=[O:23])[CH2:18][CH:19]([CH3:20])[CH3:21])[C:10]([NH:12][CH:13]([CH3:14])[CH3:15])=[O:11]. (2) Given the reactants [CH:1]1[CH:2]=[CH:3][N:4]2[CH2:10][C:9]3[CH:11]=[CH:12][CH:13]=[CH:14][C:8]=3[N:7]([C:15]([C:17]3[CH:22]=[CH:21][C:20](B4OC(C)(C)C(C)(C)O4)=[CH:19][C:18]=3[Cl:32])=[O:16])[CH2:6][C:5]=12.FC(F)(F)S([O:38][C:39]1[CH2:44][CH2:43][CH2:42][C:41](=O)[C:40]=1[CH3:46])(=O)=O, predict the reaction product. The product is: [CH:1]1[CH:2]=[CH:3][N:4]2[CH2:10][C:9]3[CH:11]=[CH:12][CH:13]=[CH:14][C:8]=3[N:7]([C:15]([C:17]3[CH:22]=[CH:21][C:20]([C:41]4[CH2:42][CH2:43][CH2:44][C:39](=[O:38])[C:40]=4[CH3:46])=[CH:19][C:18]=3[Cl:32])=[O:16])[CH2:6][C:5]=12. (3) Given the reactants [N+:1]([C:4]1[CH:12]=[C:8]([C:9]([OH:11])=[O:10])[C:7]([NH2:13])=[CH:6][CH:5]=1)([O-:3])=[O:2].[CH:14]1C=CC=CC=1.S(=O)(=O)(O)O, predict the reaction product. The product is: [NH2:13][C:7]1[CH:6]=[CH:5][C:4]([N+:1]([O-:3])=[O:2])=[CH:12][C:8]=1[C:9]([O:11][CH3:14])=[O:10]. (4) Given the reactants C(=O)([O-])[O-].[Cs+].[Cs+].[F:7][C:8]1[CH:13]=[CH:12][CH:11]=[CH:10][C:9]=1[OH:14].Br[CH:16]([CH3:22])[C:17]([O:19][CH2:20][CH3:21])=[O:18], predict the reaction product. The product is: [CH2:20]([O:19][C:17](=[O:18])[CH:16]([O:14][C:9]1[CH:10]=[CH:11][CH:12]=[CH:13][C:8]=1[F:7])[CH3:22])[CH3:21].